From a dataset of Full USPTO retrosynthesis dataset with 1.9M reactions from patents (1976-2016). Predict the reactants needed to synthesize the given product. Given the product [CH:27]1([CH2:33][NH:34][C:14]([C:11]2([CH2:17][C:18]3[CH:19]=[CH:20][C:21]([C:24](=[O:26])[NH2:25])=[CH:22][CH:23]=3)[CH2:10][CH2:9][NH:8][CH2:13][CH2:12]2)=[O:16])[CH2:32][CH2:31][CH2:30][CH2:29][CH2:28]1, predict the reactants needed to synthesize it. The reactants are: C(OC([N:8]1[CH2:13][CH2:12][C:11]([CH2:17][C:18]2[CH:23]=[CH:22][C:21]([C:24](=[O:26])[NH2:25])=[CH:20][CH:19]=2)([C:14]([OH:16])=O)[CH2:10][CH2:9]1)=O)(C)(C)C.[CH:27]1([CH2:33][NH2:34])[CH2:32][CH2:31][CH2:30][CH2:29][CH2:28]1.C(N(C(C)C)CC)(C)C.CN(C(ON1N=NC2C=CC=CC1=2)=[N+](C)C)C.F[P-](F)(F)(F)(F)F.